Dataset: Catalyst prediction with 721,799 reactions and 888 catalyst types from USPTO. Task: Predict which catalyst facilitates the given reaction. (1) Reactant: [Br:1][C:2]1[CH:3]=[C:4]([NH:10][C:11]2[CH:16]=[CH:15][C:14]([N:17]3[CH2:22][CH2:21][NH:20][CH2:19][C@@H:18]3[CH2:23][CH3:24])=[CH:13][N:12]=2)[C:5](=[O:9])[N:6]([CH3:8])[CH:7]=1.[O:25]1[CH2:28][C:27](=O)[CH2:26]1.[BH3-]C#N.[Na+].O. Product: [Br:1][C:2]1[CH:3]=[C:4]([NH:10][C:11]2[CH:16]=[CH:15][C:14]([N:17]3[CH2:22][CH2:21][N:20]([CH:27]4[CH2:28][O:25][CH2:26]4)[CH2:19][C@@H:18]3[CH2:23][CH3:24])=[CH:13][N:12]=2)[C:5](=[O:9])[N:6]([CH3:8])[CH:7]=1. The catalyst class is: 466. (2) Reactant: [CH2:1]([O:8][C:9]([N:11]1[CH2:18][CH2:17][C:13]2([O:15][CH:14]2[CH3:16])[CH2:12]1)=[O:10])[C:2]1[CH:7]=[CH:6][CH:5]=[CH:4][CH:3]=1.C(OCC)(=O)C.[OH-].[NH4+:26]. Product: [CH2:1]([O:8][C:9]([N:11]1[CH2:18][CH2:17][C:13]([CH:14]([NH2:26])[CH3:16])([OH:15])[CH2:12]1)=[O:10])[C:2]1[CH:7]=[CH:6][CH:5]=[CH:4][CH:3]=1. The catalyst class is: 5. (3) Reactant: Br[C:2]1[CH:7]=[CH:6][C:5]([CH:8]([N:12]2[CH2:26][CH2:25][C:15]3([O:20][CH2:19][C:18](=[O:21])[N:17]([CH:22]4[CH2:24][CH2:23]4)[CH2:16]3)[CH2:14][CH2:13]2)[C:9]([NH2:11])=[O:10])=[C:4]([F:27])[CH:3]=1.CC1(C)C(C)(C)OB([C:36]2[CH:45]=[C:44]3[C:39]([CH:40]=[CH:41][CH:42]=[N:43]3)=[CH:38][CH:37]=2)O1.C(=O)([O-])[O-].[K+].[K+]. Product: [CH:22]1([N:17]2[CH2:16][C:15]3([CH2:25][CH2:26][N:12]([CH:8]([C:5]4[CH:6]=[CH:7][C:2]([C:36]5[CH:45]=[C:44]6[C:39]([CH:40]=[CH:41][CH:42]=[N:43]6)=[CH:38][CH:37]=5)=[CH:3][C:4]=4[F:27])[C:9]([NH2:11])=[O:10])[CH2:13][CH2:14]3)[O:20][CH2:19][C:18]2=[O:21])[CH2:24][CH2:23]1. The catalyst class is: 368.